From a dataset of Peptide-MHC class II binding affinity with 134,281 pairs from IEDB. Regression. Given a peptide amino acid sequence and an MHC pseudo amino acid sequence, predict their binding affinity value. This is MHC class II binding data. (1) The peptide sequence is IDVWLGGLAENFLPY. The MHC is DRB1_0802 with pseudo-sequence DRB1_0802. The binding affinity (normalized) is 0. (2) The peptide sequence is SGHAFGAMAKKGDEQ. The MHC is HLA-DPA10201-DPB10101 with pseudo-sequence HLA-DPA10201-DPB10101. The binding affinity (normalized) is 0.102. (3) The peptide sequence is INEPTAAAIAYGLTR. The MHC is HLA-DQA10501-DQB10301 with pseudo-sequence HLA-DQA10501-DQB10301. The binding affinity (normalized) is 0.738. (4) The peptide sequence is KKWRDVPYLTKRQDK. The MHC is DRB1_0301 with pseudo-sequence DRB1_0301. The binding affinity (normalized) is 0.323. (5) The binding affinity (normalized) is 0.753. The peptide sequence is DKYNKQLMVSSCVTS. The MHC is DRB1_0405 with pseudo-sequence DRB1_0405. (6) The peptide sequence is GPVFTFLAYLVLDPL. The MHC is DRB1_1501 with pseudo-sequence DRB1_1501. The binding affinity (normalized) is 0.392.